Predict the product of the given reaction. From a dataset of Forward reaction prediction with 1.9M reactions from USPTO patents (1976-2016). (1) Given the reactants Br[C:2]1[CH:24]=[C:23]([F:25])[C:22]([F:26])=[CH:21][C:3]=1[C:4]([NH:6][C:7]1[CH:12]=[CH:11][C:10]([C:13]2[CH:18]=[CH:17][C:16]([Cl:19])=[CH:15][C:14]=2[Cl:20])=[CH:9][CH:8]=1)=[O:5].CC1(C)C(C)(C)OB([C:35]2[CH:36]=[CH:37][C:38]([C:41]([NH:43][CH2:44][CH2:45][C:46]([O:48][CH2:49][CH3:50])=[O:47])=[O:42])=[N:39][CH:40]=2)O1.C([O-])([O-])=O.[K+].[K+].O, predict the reaction product. The product is: [Cl:20][C:14]1[CH:15]=[C:16]([Cl:19])[CH:17]=[CH:18][C:13]=1[C:10]1[CH:11]=[CH:12][C:7]([NH:6][C:4]([C:3]2[CH:21]=[C:22]([F:26])[C:23]([F:25])=[CH:24][C:2]=2[C:35]2[CH:36]=[CH:37][C:38]([C:41]([NH:43][CH2:44][CH2:45][C:46]([O:48][CH2:49][CH3:50])=[O:47])=[O:42])=[N:39][CH:40]=2)=[O:5])=[CH:8][CH:9]=1. (2) Given the reactants Cl[CH2:2][C:3]1[O:4][C:5]([C:8]2[CH:13]=[CH:12][C:11]([CH3:14])=[CH:10][CH:9]=2)=[N:6][N:7]=1.[Cl:15][C:16]1[CH:21]=[CH:20][CH:19]=[CH:18][C:17]=1[N:22]1[C:26]([C:27]2[CH:32]=[CH:31][C:30]([Cl:33])=[CH:29][CH:28]=2)=[N:25][N:24]=[C:23]1[SH:34].C([O-])([O-])=O.[K+].[K+], predict the reaction product. The product is: [C:11]1([CH3:14])[CH:12]=[CH:13][C:8]([C:5]2[O:4][C:3]([CH2:2][S:34][C:23]3[N:22]([C:17]4[CH:18]=[CH:19][CH:20]=[CH:21][C:16]=4[Cl:15])[C:26]([C:27]4[CH:32]=[CH:31][C:30]([Cl:33])=[CH:29][CH:28]=4)=[N:25][N:24]=3)=[N:7][N:6]=2)=[CH:9][CH:10]=1. (3) Given the reactants [F:1][C:2]1[CH:3]=[C:4]([CH:8]=[C:9]([N+:11]([O-])=O)[CH:10]=1)[C:5]([OH:7])=[O:6], predict the reaction product. The product is: [F:1][C:2]1[CH:3]=[C:4]([CH:8]=[C:9]([NH2:11])[CH:10]=1)[C:5]([OH:7])=[O:6]. (4) Given the reactants ClC1N=C(NNCC#C)N=C(NNCCC)N=1.[CH:18]1([NH2:21])[CH2:20][CH2:19]1.CN(C)[C:24]1[N:29]=[C:28]([NH:30][CH2:31][CH2:32][CH3:33])[N:27]=[C:26]([NH:34][CH2:35][C:36]#[CH:37])[N:25]=1, predict the reaction product. The product is: [CH:18]1([NH:21][C:24]2[N:25]=[C:26]([NH:34][CH2:35][CH2:36][CH3:37])[N:27]=[C:28]([NH:30][CH2:31][C:32]#[CH:33])[N:29]=2)[CH2:20][CH2:19]1. (5) Given the reactants C([N:8]1[CH:12]=[C:11]([C:13]2[N:18]3[N:19]=[C:20]([NH:22][C:23]4[CH:28]=[CH:27][C:26]([O:29][CH2:30][CH2:31][N:32]5[CH2:36][CH2:35][CH2:34][CH2:33]5)=[CH:25][CH:24]=4)[N:21]=[C:17]3[CH:16]=[CH:15][CH:14]=2)[CH:10]=[N:9]1)C1C=CC=CC=1.Cl, predict the reaction product. The product is: [NH:9]1[CH:10]=[C:11]([C:13]2[N:18]3[N:19]=[C:20]([NH:22][C:23]4[CH:24]=[CH:25][C:26]([O:29][CH2:30][CH2:31][N:32]5[CH2:36][CH2:35][CH2:34][CH2:33]5)=[CH:27][CH:28]=4)[N:21]=[C:17]3[CH:16]=[CH:15][CH:14]=2)[CH:12]=[N:8]1.